This data is from Experimentally validated miRNA-target interactions with 360,000+ pairs, plus equal number of negative samples. The task is: Binary Classification. Given a miRNA mature sequence and a target amino acid sequence, predict their likelihood of interaction. (1) The miRNA is hsa-miR-218-5p with sequence UUGUGCUUGAUCUAACCAUGU. The protein sequence of the target gene is MVSRPEPEGEAMDAELAVAPPGCSHLGSFKVDNWKQNLRAIYQCFVWSGTAEARKRKAKSCICHVCGVHLNRLHSCLYCVFFGCFTKKHIHEHAKAKRHNLAIDLMYGGIYCFLCQDYIYDKDMEIIAKEEQRKAWKMQGVGEKFSTWEPTKRELELLKHNPKRRKITSNCTIGLRGLINLGNTCFMNCIVQALTHTPLLRDFFLSDRHRCEMQSPSSCLVCEMSSLFQEFYSGHRSPHIPYKLLHLVWTHARHLAGYEQQDAHEFLIAALDVLHRHCKGDDNGKKANNPNHCNCIIDQI.... Result: 1 (interaction). (2) The miRNA is hsa-miR-4512 with sequence CAGGGCCUCACUGUAUCGCCCA. The protein sequence of the target gene is MAAPASVMGPLGPSALGLLLLLLVVAPPRVAALVHRQPENQGISLTGSVACGRPSMEGKILGGVPAPERKWPWQVSVHYAGLHVCGGSILNEYWVLSAAHCFHRDKNIKIYDMYVGLVNLRVAGNHTQWYEVNRVILHPTYEMYHPIGGDVALVQLKTRIVFSESVLPVCLATPEVNLTSANCWATGWGLVSKQGETSDELQEMQLPLILEPWCHLLYGHMSYIMPDMLCAGDILNAKTVCEGDSGGPLVCEFNRSWLQIGIVSWGRGCSNPLYPGVYASVSYFSKWICDNIEITPTPAQ.... Result: 0 (no interaction). (3) The miRNA is mmu-miR-3094-5p with sequence UGUUGGGGACAUUUUUAAAGC. The protein sequence of the target gene is MHLKIVLAFLALSLITIFALAYVLLTSPGGSSQPPHCPSVSHRAQPWPHPGQSQLFADLSREELTAVMRFLTQRLGPGLVDAAQAQPSDNCIFSVELQLPPKAAALAHLDRGSPPPAREALAIVLFGGQPQPNVSELVVGPLPHPSYMRDVTVERHGGPLPYHRRPVLRAEFTQMWRHLKEVELPKAPIFLSSTFNYNGSTLAAVHATPRGLRSGDRATWMALYHNISGVGLFLHPVGLELLLDHRALDPAHWTVQQVFYLGHYYADLGQLEREFKSGRLEVVRVPLPPPNGASSLRSRN.... Result: 0 (no interaction). (4) The miRNA is mmu-miR-802-5p with sequence UCAGUAACAAAGAUUCAUCCUU. The protein sequence of the target gene is MMPRNNLEASTCKMAEPFNFEKKESKPPPQDPLRSPVAQHNHPTFRLKSPENGNTKNNFLLCEQNKQYLASQEDSSVVSSNPAVVNGEVGGSKGDRKPPPTGNPVSPLSLGNSSPPNQVKTKPSSNVTPEKSKKSHKLFENALSVNNPALFNSLGPPLRSTTCHRCGLFGSLRCSQCKQTYYCSTACQRRDWSSHSTICRPVQQSLNKLEDNKSPFETKAIEVKSEVDCPPGVTKEITAGAERVMFSDLRSLQLKKTMEIKGTVTEFKHPSNFYIQLYSSEVLENMNQLSTSLKETYANV.... Result: 1 (interaction). (5) Result: 1 (interaction). The protein sequence of the target gene is MKQALVDDTEDVSLDFGNEEELAFRKAKIRHPLATFFHLFFRVSAIVTYVSCDWFSKSFVGCFVMVLLLLSLDFWSVKNVTGRLLVGLRWWNQIDEDGKSHWIFEARKVSPNSIAATEAEARIFWLGLIICPMIWIVFFFSTLFSLKLKWLALVVAGISLQAANLYGYILCKMGGNSDIGKVTASFLSQTVFQTACPGDFQKPGLEGLEIHQH. The miRNA is hsa-miR-555 with sequence AGGGUAAGCUGAACCUCUGAU.